Dataset: Full USPTO retrosynthesis dataset with 1.9M reactions from patents (1976-2016). Task: Predict the reactants needed to synthesize the given product. (1) The reactants are: [Br:1][C:2]1[C:3]([CH3:19])=[C:4]([C:9]2[CH:14]=[CH:13][CH:12]=[C:11]([C:15]([F:18])([F:17])[F:16])[CH:10]=2)[C:5]([NH2:8])=[N:6][CH:7]=1.Cl[CH2:21][C:22](=O)[CH3:23]. Given the product [NH3:6].[Br:1][C:2]1[C:3]([CH3:19])=[C:4]([C:9]2[CH:14]=[CH:13][CH:12]=[C:11]([C:15]([F:18])([F:16])[F:17])[CH:10]=2)[C:5]2[N:6]([CH:21]=[C:22]([CH3:23])[N:8]=2)[CH:7]=1, predict the reactants needed to synthesize it. (2) Given the product [CH2:20]([O:19][C:17](=[O:18])[NH:15][CH2:14][C:9]1[C:10]([CH3:13])=[N:11][O:12][C:8]=1[C:5]1[CH:4]=[CH:3][C:2]([Br:1])=[CH:7][CH:6]=1)[C:21]1[CH:26]=[CH:25][CH:24]=[CH:23][CH:22]=1, predict the reactants needed to synthesize it. The reactants are: [Br:1][C:2]1[CH:7]=[CH:6][C:5]([C:8]2[O:12][N:11]=[C:10]([CH3:13])[C:9]=2[CH2:14][NH2:15])=[CH:4][CH:3]=1.Cl[C:17]([O:19][CH2:20][C:21]1[CH:26]=[CH:25][CH:24]=[CH:23][CH:22]=1)=[O:18]. (3) Given the product [C:31]1([NH:30][C:29]([C:26]2[CH:27]=[CH:28][C:23]([C:16]3[N:15]=[C:14]([CH:11]4[CH2:12][CH2:13][NH:8][CH2:9][CH2:10]4)[CH:19]=[CH:18][C:17]=3[C:20]([NH2:21])=[O:22])=[CH:24][CH:25]=2)=[O:37])[CH:32]=[CH:33][CH:34]=[CH:35][CH:36]=1, predict the reactants needed to synthesize it. The reactants are: C(OC([N:8]1[CH2:13][CH2:12][CH:11]([C:14]2[CH:19]=[CH:18][C:17]([C:20](=[O:22])[NH2:21])=[C:16]([C:23]3[CH:28]=[CH:27][C:26]([C:29](=[O:37])[NH:30][C:31]4[CH:36]=[CH:35][CH:34]=[CH:33][CH:32]=4)=[CH:25][CH:24]=3)[N:15]=2)[CH2:10][CH2:9]1)=O)(C)(C)C.C(O)(C(F)(F)F)=O. (4) Given the product [CH2:2]([N+:4]([O-:5])=[CH:6][C:8]1[C:9]([C:19]([OH:21])=[O:20])=[N:10][C:11]([S:15]([OH:18])(=[O:17])=[O:16])=[CH:12][C:13]=1[CH3:14])[CH3:3], predict the reactants needed to synthesize it. The reactants are: Cl.[CH2:2]([NH:4][OH:5])[CH3:3].[CH:6]([C:8]1[C:9]([C:19]([OH:21])=[O:20])=[N:10][C:11]([S:15]([OH:18])(=[O:17])=[O:16])=[CH:12][C:13]=1[CH3:14])=O. (5) Given the product [Br:1][C:2]1[C:10]2[N:9]=[C:8]([CH3:11])[N:7]([CH:26]3[CH2:27][CH2:28][CH2:29][CH2:30][O:25]3)[C:6]=2[CH:5]=[C:4]([Cl:12])[CH:3]=1, predict the reactants needed to synthesize it. The reactants are: [Br:1][C:2]1[C:10]2[N:9]=[C:8]([CH3:11])[NH:7][C:6]=2[CH:5]=[C:4]([Cl:12])[CH:3]=1.CC1C=CC(S(O)(=O)=O)=CC=1.O.[O:25]1[CH:30]=[CH:29][CH2:28][CH2:27][CH2:26]1. (6) Given the product [Br:1][C:2]1[CH:10]=[CH:9][C:5]2[C:6](=[O:8])[C:17]3[C:12]([O:11][C:4]=2[CH:3]=1)=[C:13]([O:18][CH3:19])[CH:14]=[CH:15][CH:16]=3, predict the reactants needed to synthesize it. The reactants are: [Br:1][C:2]1[CH:10]=[CH:9][C:5]([C:6]([OH:8])=O)=[C:4]([O:11][C:12]2[CH:17]=[CH:16][CH:15]=[CH:14][C:13]=2[O:18][CH3:19])[CH:3]=1.BrC1C=CC(C(O)=O)=C(OC2C=CC=CC=2)C=1. (7) Given the product [N:1]1[CH:6]=[CH:5][CH:4]=[CH:3][C:2]=1[C:7]1[S:11][C:10]([CH:12]=[O:13])=[CH:9][CH:8]=1, predict the reactants needed to synthesize it. The reactants are: [N:1]1[CH:6]=[CH:5][CH:4]=[CH:3][C:2]=1[C:7]1[S:11][C:10]([CH2:12][OH:13])=[CH:9][CH:8]=1. (8) Given the product [C:17]([CH:5]([CH:6]([C:7]1[CH:12]=[CH:11][C:10]([O:13][CH3:14])=[CH:9][C:8]=1[O:15][CH3:16])[C:28]1[C:29]2[C:24](=[CH:23][CH:22]=[CH:21][CH:20]=2)[CH:25]=[CH:26][CH:27]=1)[C:4]([O:3][CH2:1][CH3:2])=[O:19])#[N:18], predict the reactants needed to synthesize it. The reactants are: [CH2:1]([O:3][C:4](=[O:19])[C:5]([C:17]#[N:18])=[CH:6][C:7]1[CH:12]=[CH:11][C:10]([O:13][CH3:14])=[CH:9][C:8]=1[O:15][CH3:16])[CH3:2].[C:20]1([Mg]Br)[C:29]2[C:24](=[CH:25][CH:26]=[CH:27][CH:28]=2)[CH:23]=[CH:22][CH:21]=1.